Predict the reactants needed to synthesize the given product. From a dataset of Full USPTO retrosynthesis dataset with 1.9M reactions from patents (1976-2016). (1) Given the product [F:3][C:4]1[C:9]([F:10])=[CH:8][CH:7]=[CH:6][C:5]=1[C@H:11]1[CH2:17][N:16]([CH2:28][C:29]2[CH:34]=[CH:33][CH:32]=[CH:31][N:30]=2)[C:15](=[O:18])[C@H:14]([NH:19][C:20](=[O:26])[O:21][C:22]([CH3:23])([CH3:25])[CH3:24])[CH2:13][CH2:12]1, predict the reactants needed to synthesize it. The reactants are: [H-].[Na+].[F:3][C:4]1[C:9]([F:10])=[CH:8][CH:7]=[CH:6][C:5]=1[C@H:11]1[CH2:17][NH:16][C:15](=[O:18])[C@H:14]([NH:19][C:20](=[O:26])[O:21][C:22]([CH3:25])([CH3:24])[CH3:23])[CH2:13][CH2:12]1.Br[CH2:28][C:29]1[CH:34]=[CH:33][CH:32]=[CH:31][N:30]=1. (2) The reactants are: Br[C:2]1[C:17]([O:18][CH2:19][C@@H:20]([NH:25][C:26](=[O:32])[O:27][C:28]([CH3:31])([CH3:30])[CH3:29])[CH2:21][CH:22]([CH3:24])[CH3:23])=[CH:16][C:5]2[N:6]([CH3:15])[C:7](=[O:14])[C:8]3[C:13]([C:4]=2[CH:3]=1)=[CH:12][CH:11]=[N:10][CH:9]=3.B1(C=C)OB([CH:39]=[CH2:40])OB(C=C)O1.C1C=CN=CC=1.C([O-])([O-])=O.[Na+].[Na+].C(O)C. Given the product [C:28]([O:27][C:26](=[O:32])[NH:25][C@@H:20]([CH2:21][CH:22]([CH3:24])[CH3:23])[CH2:19][O:18][C:17]1[C:2]([CH:39]=[CH2:40])=[CH:3][C:4]2[C:13]3[C:8](=[CH:9][N:10]=[CH:11][CH:12]=3)[C:7](=[O:14])[N:6]([CH3:15])[C:5]=2[CH:16]=1)([CH3:31])([CH3:30])[CH3:29], predict the reactants needed to synthesize it. (3) Given the product [CH:11]([C:9]1[NH:10][C:6]([CH2:5][CH2:4][C:1]([OH:3])=[O:2])=[CH:7][C:8]=1[CH3:14])=[O:12], predict the reactants needed to synthesize it. The reactants are: [C:1]([CH2:4][CH2:5][C:6]1[NH:10][C:9]([C:11](O)=[O:12])=[C:8]([CH3:14])[CH:7]=1)([OH:3])=[O:2].C(OCC)(OCC)OCC.O. (4) Given the product [F:32][C:27]1[CH:28]=[CH:29][CH:30]=[CH:31][C:26]=1[NH:25][C:23](=[O:24])[NH:22][C:19]1[CH:20]=[CH:21][C:16]([C:13]2[CH:12]=[C:11]([C:9]([NH:8][CH:4]([CH:5]([CH3:6])[CH3:7])[C:3]([OH:33])=[O:2])=[O:10])[O:15][N:14]=2)=[CH:17][CH:18]=1, predict the reactants needed to synthesize it. The reactants are: C[O:2][C:3](=[O:33])[CH:4]([NH:8][C:9]([C:11]1[O:15][N:14]=[C:13]([C:16]2[CH:21]=[CH:20][C:19]([NH:22][C:23]([NH:25][C:26]3[CH:31]=[CH:30][CH:29]=[CH:28][C:27]=3[F:32])=[O:24])=[CH:18][CH:17]=2)[CH:12]=1)=[O:10])[CH:5]([CH3:7])[CH3:6].[Li+].[OH-].Cl.